Dataset: Peptide-MHC class I binding affinity with 185,985 pairs from IEDB/IMGT. Task: Regression. Given a peptide amino acid sequence and an MHC pseudo amino acid sequence, predict their binding affinity value. This is MHC class I binding data. (1) The peptide sequence is YLLANNPPP. The MHC is H-2-Kb with pseudo-sequence H-2-Kb. The binding affinity (normalized) is 0.0946. (2) The peptide sequence is FRYNGLIHR. The MHC is HLA-B54:01 with pseudo-sequence HLA-B54:01. The binding affinity (normalized) is 0.